This data is from Full USPTO retrosynthesis dataset with 1.9M reactions from patents (1976-2016). The task is: Predict the reactants needed to synthesize the given product. (1) Given the product [CH3:1][O:2][C:3]([C:5]1[S:6][C:7]([C:30]2[CH:31]=[CH:32][CH:33]=[CH:34][CH:35]=2)=[CH:8][C:9]=1[N:10]([C:11]([CH:13]1[CH2:14][CH2:15][CH:16]([CH3:19])[CH2:17][CH2:18]1)=[O:12])[CH:20]1[CH2:29][CH2:28][C:23](=[O:24])[CH2:22][CH2:21]1)=[O:4], predict the reactants needed to synthesize it. The reactants are: [CH3:1][O:2][C:3]([C:5]1[S:6][C:7]([C:30]2[CH:35]=[CH:34][CH:33]=[CH:32][CH:31]=2)=[CH:8][C:9]=1[N:10]([CH:20]1[CH2:29][CH2:28][C:23]2(OCC[O:24]2)[CH2:22][CH2:21]1)[C:11]([C@H:13]1[CH2:18][CH2:17][C@H:16]([CH3:19])[CH2:15][CH2:14]1)=[O:12])=[O:4].Cl. (2) Given the product [Cl:19][C:9]1[S:8][C:6]2[N:7]=[C:2]([CH3:1])[NH:3][C:4](=[O:11])[C:5]=2[CH:10]=1, predict the reactants needed to synthesize it. The reactants are: [CH3:1][C:2]1[NH:3][C:4](=[O:11])[C:5]2[CH:10]=[CH:9][S:8][C:6]=2[N:7]=1.C1C(=O)N([Cl:19])C(=O)C1. (3) Given the product [NH2:23][C@H:22]([CH3:26])[CH2:21][O:18][C:17]1[C:2]([Br:1])=[CH:3][C:4]2[CH2:10][CH2:9][N:8]([C:11]([O:13][CH2:14][CH3:15])=[O:12])[CH2:7][CH2:6][C:5]=2[CH:16]=1, predict the reactants needed to synthesize it. The reactants are: [Br:1][C:2]1[C:17]([OH:18])=[CH:16][C:5]2[CH2:6][CH2:7][N:8]([C:11]([O:13][CH2:14][CH3:15])=[O:12])[CH2:9][CH2:10][C:4]=2[CH:3]=1.[H-].[Na+].[CH3:21][C@@H:22]1[CH2:26]OS(=O)(=O)[N:23]1C(OC(C)(C)C)=O.Cl. (4) Given the product [ClH:61].[NH2:1][CH2:2][C@H:3]1[CH2:4][CH2:5][C@H:6]([C:9]([NH:11][C@@H:12]([CH2:36][C:37]2[CH:38]=[CH:39][C:40]([C:43]3[CH:48]=[CH:47][C:46]([C:49](=[O:59])[NH:50][CH:51]4[CH:58]5[CH:54]([NH:55][CH2:56][CH2:57]5)[CH2:53][CH2:52]4)=[CH:45][C:44]=3[CH3:60])=[CH:41][CH:42]=2)[C:13]([NH:15][C:16]2[CH:21]=[CH:20][C:19]([C:22]3[NH:23][C:24]([C:27]([F:35])([F:34])[C:28]([F:32])([F:33])[C:29]([OH:31])=[O:30])=[N:25][N:26]=3)=[CH:18][CH:17]=2)=[O:14])=[O:10])[CH2:7][CH2:8]1, predict the reactants needed to synthesize it. The reactants are: [NH2:1][CH2:2][C@H:3]1[CH2:8][CH2:7][C@H:6]([C:9]([NH:11][C@@H:12]([CH2:36][C:37]2[CH:42]=[CH:41][C:40]([C:43]3[CH:48]=[CH:47][C:46]([C:49](=[O:59])[NH:50][CH:51]4[CH:58]5[CH:54]([NH:55][CH2:56][CH2:57]5)[CH2:53][CH2:52]4)=[CH:45][C:44]=3[CH3:60])=[CH:39][CH:38]=2)[C:13]([NH:15][C:16]2[CH:21]=[CH:20][C:19]([C:22]3[NH:23][C:24]([C:27]([F:35])([F:34])[C:28]([F:33])([F:32])[C:29]([OH:31])=[O:30])=[N:25][N:26]=3)=[CH:18][CH:17]=2)=[O:14])=[O:10])[CH2:5][CH2:4]1.[ClH:61].C(#N)C. (5) Given the product [CH2:1]([N:8]1[CH2:13][CH2:12][N:11]([C:14]2[CH:19]=[C:18]([NH:46][S:43]([C:40]3[CH:41]=[CH:42][C:37]([CH:34]([CH3:36])[CH3:35])=[CH:38][CH:39]=3)(=[O:44])=[O:45])[CH:17]=[N:16][CH:15]=2)[CH2:10][CH2:9]1)[C:2]1[CH:7]=[CH:6][CH:5]=[CH:4][CH:3]=1, predict the reactants needed to synthesize it. The reactants are: [CH2:1]([N:8]1[CH2:13][CH2:12][N:11]([C:14]2[CH:15]=[N:16][CH:17]=[C:18](Br)[CH:19]=2)[CH2:10][CH2:9]1)[C:2]1[CH:7]=[CH:6][CH:5]=[CH:4][CH:3]=1.C(P(C(C)(C)C)C(C)(C)C)(C)(C)C.[CH:34]([C:37]1[CH:42]=[CH:41][C:40]([S:43]([NH2:46])(=[O:45])=[O:44])=[CH:39][CH:38]=1)([CH3:36])[CH3:35].[H-].[Na+].